Dataset: Forward reaction prediction with 1.9M reactions from USPTO patents (1976-2016). Task: Predict the product of the given reaction. (1) Given the reactants C([N:8]1[CH2:12][CH2:11][C@:10]([S:29]([C:32]2[CH:37]=[CH:36][C:35]([F:38])=[C:34]([CH3:39])[CH:33]=2)(=[O:31])=[O:30])([C:13]2[CH:18]=[CH:17][C:16]([C:19]([F:28])([C:24]([F:27])([F:26])[F:25])[C:20]([F:23])([F:22])[F:21])=[CH:15][CH:14]=2)[CH2:9]1)C1C=CC=CC=1.[H][H], predict the reaction product. The product is: [F:38][C:35]1[CH:36]=[CH:37][C:32]([S:29]([C@@:10]2([C:13]3[CH:14]=[CH:15][C:16]([C:19]([F:28])([C:20]([F:21])([F:22])[F:23])[C:24]([F:27])([F:26])[F:25])=[CH:17][CH:18]=3)[CH2:11][CH2:12][NH:8][CH2:9]2)(=[O:30])=[O:31])=[CH:33][C:34]=1[CH3:39]. (2) Given the reactants [CH3:1][C:2]1[CH:7]=[CH:6][C:5]([NH2:8])=[CH:4][C:3]=1[S:9]([N:12]1[CH2:17][CH2:16][O:15][CH2:14][CH2:13]1)(=[O:11])=[O:10].Cl.[N:19]#[C:20][NH2:21], predict the reaction product. The product is: [CH3:1][C:2]1[CH:7]=[CH:6][C:5]([NH:8][C:20]([NH2:21])=[NH:19])=[CH:4][C:3]=1[S:9]([N:12]1[CH2:17][CH2:16][O:15][CH2:14][CH2:13]1)(=[O:10])=[O:11]. (3) Given the reactants [NH:1]1[CH2:6][CH2:5][NH:4][CH2:3][CH2:2]1.[Cl:7][C:8]1[C:16]2[N:15]=[C:14]([C:17]3[CH:18]=[C:19]([C:23]4[CH:28]=[CH:27][CH:26]=[C:25]([CH:29]=O)[CH:24]=4)[CH:20]=[CH:21][CH:22]=3)[NH:13][C:12]=2[CH:11]=[CH:10][CH:9]=1.C(C1C=C(B(O)O)C=CC=1)=O.ClC1C2[N:50]=[C:49]([C:52]3[CH:57]=[CH:56][CH:55]=C(I)C=3)NC=2C=CC=1.B(O)O.IC1C=C(C=CC=1)C=O, predict the reaction product. The product is: [Cl:7][C:8]1[C:16]2[N:15]=[C:14]([C:17]3[CH:18]=[C:19]([C:23]4[CH:28]=[CH:27][CH:26]=[C:25]([CH2:29][N:1]5[CH2:6][CH2:5][N:4]([C:57]6[CH:52]=[CH:49][N:50]=[CH:55][CH:56]=6)[CH2:3][CH2:2]5)[CH:24]=4)[CH:20]=[CH:21][CH:22]=3)[NH:13][C:12]=2[CH:11]=[CH:10][CH:9]=1. (4) Given the reactants C(O[C:8]1[CH:28]=[CH:27][C:11]([O:12][CH2:13][CH2:14][CH2:15][NH:16][C:17]2[C:26]3[C:21](=[CH:22][CH:23]=[CH:24][CH:25]=3)[N:20]=[CH:19][CH:18]=2)=[CH:10][CH:9]=1)CCCCC.[CH2:29]([O:36]C1C=CC=CC=1O)[C:30]1[CH:35]=[CH:34][CH:33]=[CH:32][CH:31]=1.BrCCCN1C(=O)C2=CC=CC=C2C1=O, predict the reaction product. The product is: [CH2:29]([O:36][C:10]1[CH:9]=[CH:8][CH:28]=[CH:27][C:11]=1[O:12][CH2:13][CH2:14][CH2:15][NH:16][C:17]1[C:26]2[C:21](=[CH:22][CH:23]=[CH:24][CH:25]=2)[N:20]=[CH:19][CH:18]=1)[C:30]1[CH:35]=[CH:34][CH:33]=[CH:32][CH:31]=1. (5) Given the reactants FC(F)(F)S(OC)(=O)=O.[CH2:10]([C:14]1[S:23][C:22]2[NH:21][C:20]3[CH:24]=[CH:25][CH:26]=[CH:27][C:19]=3[NH:18][C:17](=S)[C:16]=2[N:15]=1)[CH2:11][CH2:12][CH3:13].[CH2:29]([C@H:37]1[CH2:42][NH:41][CH2:40][CH2:39][NH:38]1)[CH2:30][C:31]1[CH:36]=[CH:35][CH:34]=[CH:33][CH:32]=1.N1C=CC=CC=1, predict the reaction product. The product is: [CH2:10]([C:14]1[S:23][C:22]2[NH:21][C:20]3[CH:24]=[CH:25][CH:26]=[CH:27][C:19]=3[N:18]=[C:17]([N:41]3[CH2:40][CH2:39][NH:38][C@@H:37]([CH2:29][CH2:30][C:31]4[CH:36]=[CH:35][CH:34]=[CH:33][CH:32]=4)[CH2:42]3)[C:16]=2[N:15]=1)[CH2:11][CH2:12][CH3:13].